This data is from Catalyst prediction with 721,799 reactions and 888 catalyst types from USPTO. The task is: Predict which catalyst facilitates the given reaction. (1) Reactant: [CH2:1]([C:8]1[CH:17]=[N:16][C:15]2[C:10](=[CH:11][CH:12]=[CH:13][CH:14]=2)[N:9]=1)[C:2]1[CH:7]=[CH:6][CH:5]=[CH:4][CH:3]=1. Product: [CH2:1]([C@H:8]1[CH2:17][NH:16][C:15]2[C:10](=[CH:11][CH:12]=[CH:13][CH:14]=2)[NH:9]1)[C:2]1[CH:3]=[CH:4][CH:5]=[CH:6][CH:7]=1. The catalyst class is: 11. (2) Reactant: Cl.[CH3:2][O:3][C:4]1[CH:5]=[C:6]([C:12]2[C@@H:21]3[C@@H:16]([CH2:17][CH2:18][CH2:19][CH2:20]3)[C:15](=[O:22])[N:14]([CH:23]3[CH2:28][CH2:27][NH:26][CH2:25][CH2:24]3)[N:13]=2)[CH:7]=[CH:8][C:9]=1[O:10][CH3:11].C(N(CC)CC)C.[C:36]([O:40][C:41]([NH:43][C@H:44]([C:55](O)=[O:56])[CH2:45][C:46]1[C:54]2[C:49](=[CH:50][CH:51]=[CH:52][CH:53]=2)[NH:48][CH:47]=1)=[O:42])([CH3:39])([CH3:38])[CH3:37].C1C=CC2N(O)N=NC=2C=1. Product: [CH3:2][O:3][C:4]1[CH:5]=[C:6]([C:12]2[C@@H:21]3[C@@H:16]([CH2:17][CH2:18][CH2:19][CH2:20]3)[C:15](=[O:22])[N:14]([CH:23]3[CH2:24][CH2:25][N:26]([C:55](=[O:56])[C@@H:44]([NH:43][C:41](=[O:42])[O:40][C:36]([CH3:37])([CH3:38])[CH3:39])[CH2:45][C:46]4[C:54]5[C:49](=[CH:50][CH:51]=[CH:52][CH:53]=5)[NH:48][CH:47]=4)[CH2:27][CH2:28]3)[N:13]=2)[CH:7]=[CH:8][C:9]=1[O:10][CH3:11]. The catalyst class is: 607. (3) Reactant: N[C:2]1[S:3][C:4]2[C:9]([NH:10][C:11]3([CH2:16][OH:17])[CH2:15][CH2:14][CH2:13][CH2:12]3)=[N:8][C:7]([S:18][CH2:19][C:20]3[CH:25]=[CH:24][CH:23]=[CH:22][CH:21]=3)=[N:6][C:5]=2[N:26]=1.CS(C)=[O:29].N([O-])=O.[Na+].C(O)(=O)C. Product: [CH2:19]([S:18][C:7]1[N:8]=[C:9]([NH:10][C:11]2([CH2:16][OH:17])[CH2:12][CH2:13][CH2:14][CH2:15]2)[C:4]2[S:3][C:2](=[O:29])[NH:26][C:5]=2[N:6]=1)[C:20]1[CH:25]=[CH:24][CH:23]=[CH:22][CH:21]=1. The catalyst class is: 6. (4) Reactant: [C:1]([OH:14])(=[O:13])/[CH:2]=[CH:3]/[C:4]1[CH:12]=[CH:11][C:9]([OH:10])=[C:6]([O:7][CH3:8])[CH:5]=1.[N+:15]([O:18][CH2:19][CH2:20][CH2:21][CH2:22]Br)([O-:17])=[O:16].C(N(CC)CC)C. Product: [N+:15]([O:18][CH2:19][CH2:20][CH2:21][CH2:22][O:13][C:1](=[O:14])/[CH:2]=[CH:3]/[C:4]1[CH:12]=[CH:11][C:9]([OH:10])=[C:6]([O:7][CH3:8])[CH:5]=1)([O-:17])=[O:16]. The catalyst class is: 9. (5) Reactant: [F:1][C:2]1[CH:3]=[C:4]([C:26]2([NH2:29])[CH2:28][CH2:27]2)[CH:5]=[CH:6][C:7]=1[C:8]1[S:9][C:10]2[C:15]([N:16]=1)=[CH:14][CH:13]=[C:12]([C:17]1([C:20]3[CH:25]=[CH:24][CH:23]=[CH:22][CH:21]=3)[CH2:19][CH2:18]1)[N:11]=2.[C:30]([O:34][CH3:35])(=[O:33])[CH:31]=[CH2:32]. Product: [F:1][C:2]1[CH:3]=[C:4]([C:26]2([NH:29][CH2:32][CH2:31][C:30]([O:34][CH3:35])=[O:33])[CH2:28][CH2:27]2)[CH:5]=[CH:6][C:7]=1[C:8]1[S:9][C:10]2[C:15]([N:16]=1)=[CH:14][CH:13]=[C:12]([C:17]1([C:20]3[CH:25]=[CH:24][CH:23]=[CH:22][CH:21]=3)[CH2:18][CH2:19]1)[N:11]=2. The catalyst class is: 2. (6) Reactant: COC1C=CC(C[N:8]2[C:16]3[C:11](=[N:12][C:13]([NH:30][C:31]4[CH:38]=[CH:37][C:34]([C:35]#[N:36])=[CH:33][CH:32]=4)=[N:14][C:15]=3[O:17][C:18]3[CH:23]=[CH:22][C:21]([C:24]4[CH:29]=[CH:28][N:27]=[CH:26][CH:25]=4)=[CH:20][CH:19]=3)[N:10]=[CH:9]2)=CC=1. Product: [N:27]1[CH:28]=[CH:29][C:24]([C:21]2[CH:22]=[CH:23][C:18]([O:17][C:15]3[N:14]=[C:13]([NH:30][C:31]4[CH:38]=[CH:37][C:34]([C:35]#[N:36])=[CH:33][CH:32]=4)[N:12]=[C:11]4[C:16]=3[NH:8][CH:9]=[N:10]4)=[CH:19][CH:20]=2)=[CH:25][CH:26]=1. The catalyst class is: 67.